This data is from Peptide-MHC class I binding affinity with 185,985 pairs from IEDB/IMGT. The task is: Regression. Given a peptide amino acid sequence and an MHC pseudo amino acid sequence, predict their binding affinity value. This is MHC class I binding data. (1) The peptide sequence is DRFKRTSFF. The MHC is HLA-B15:01 with pseudo-sequence HLA-B15:01. The binding affinity (normalized) is 0. (2) The peptide sequence is AFPTSCHM. The MHC is HLA-B40:02 with pseudo-sequence HLA-B40:02. The binding affinity (normalized) is 0.